This data is from Forward reaction prediction with 1.9M reactions from USPTO patents (1976-2016). The task is: Predict the product of the given reaction. (1) The product is: [C:1]([O:5][C:6]([N:8]([C:25]1[CH:30]=[C:29]([N:31]2[CH2:36][CH2:35][N:34]([CH3:37])[CH2:33][CH2:32]2)[N:28]=[C:27]([C:52]2[CH:51]=[CH:50][CH:49]=[C:48]([O:47][CH2:46][C:45]([NH:44][CH:41]([CH3:43])[CH3:42])=[O:63])[CH:53]=2)[N:26]=1)[C:9]1[CH:10]=[C:11]2[C:15](=[CH:16][CH:17]=1)[N:14]([C:18]([O:20][C:21]([CH3:24])([CH3:23])[CH3:22])=[O:19])[N:13]=[CH:12]2)=[O:7])([CH3:4])([CH3:3])[CH3:2]. Given the reactants [C:1]([O:5][C:6]([N:8]([C:25]1[CH:30]=[C:29]([N:31]2[CH2:36][CH2:35][N:34]([CH3:37])[CH2:33][CH2:32]2)[N:28]=[C:27](Cl)[N:26]=1)[C:9]1[CH:10]=[C:11]2[C:15](=[CH:16][CH:17]=1)[N:14]([C:18]([O:20][C:21]([CH3:24])([CH3:23])[CH3:22])=[O:19])[N:13]=[CH:12]2)=[O:7])([CH3:4])([CH3:3])[CH3:2].[F-].[Cs+].[CH:41]([NH:44][C:45](=[O:63])[CH2:46][O:47][C:48]1[CH:53]=[CH:52][CH:51]=[C:50](B2OC(C)(C)C(C)(C)O2)[CH:49]=1)([CH3:43])[CH3:42], predict the reaction product. (2) Given the reactants [CH2:1]([N:8]1[CH:12]=[CH:11][N:10]=[C:9]1[CH2:13][OH:14])[C:2]1[CH:7]=[CH:6][CH:5]=[CH:4][CH:3]=1.[CH3:15][CH2:16][O:17][CH2:18][CH3:19], predict the reaction product. The product is: [CH2:1]([N:8]1[CH:12]=[CH:11][N:10]=[C:9]1[CH2:13][O:14][CH2:19][CH2:18][O:17][CH:16]=[CH2:15])[C:2]1[CH:3]=[CH:4][CH:5]=[CH:6][CH:7]=1. (3) Given the reactants CS[C:3]1[N:8]=[C:7]([CH2:9][S:10]([CH3:13])(=[O:12])=[O:11])[CH:6]=[C:5]([N:14]2[CH2:19][CH2:18][O:17][CH2:16][CH2:15]2)[N:4]=1.[NH2:20][C:21]1[CH:26]=[CH:25][C:24](B(O)O)=[CH:23][CH:22]=1, predict the reaction product. The product is: [CH3:13][S:10]([CH2:9][C:7]1[CH:6]=[C:5]([N:14]2[CH2:19][CH2:18][O:17][CH2:16][CH2:15]2)[N:4]=[C:3]([C:24]2[CH:25]=[CH:26][C:21]([NH2:20])=[CH:22][CH:23]=2)[N:8]=1)(=[O:12])=[O:11]. (4) Given the reactants Cl.[F:2][C:3]1[CH:8]=[C:7]([F:9])[CH:6]=[CH:5][C:4]=1[S:10][CH2:11][CH2:12][CH2:13][O:14]C1CCCCO1, predict the reaction product. The product is: [F:2][C:3]1[CH:8]=[C:7]([F:9])[CH:6]=[CH:5][C:4]=1[S:10][CH2:11][CH2:12][CH2:13][OH:14]. (5) Given the reactants [F:1][C:2]1[C:3](=[O:41])[N:4]([CH2:16][CH2:17][CH:18]([F:40])[CH2:19][N:20]2[CH:24]=[C:23]([C:25](=[O:39])[NH:26][CH2:27][C:28]3[CH:33]=[CH:32][CH:31]=[C:30]([O:34][C:35]([F:38])([F:37])[F:36])[CH:29]=3)[N:22]=[N:21]2)[CH:5]=[CH:6][C:7]=1[NH:8][C:9](=[O:15])[C:10]([O:12]CC)=[O:11].[OH-].[Li+:43], predict the reaction product. The product is: [F:1][C:2]1[C:3](=[O:41])[N:4]([CH2:16][CH2:17][CH:18]([F:40])[CH2:19][N:20]2[CH:24]=[C:23]([C:25](=[O:39])[NH:26][CH2:27][C:28]3[CH:33]=[CH:32][CH:31]=[C:30]([O:34][C:35]([F:38])([F:36])[F:37])[CH:29]=3)[N:22]=[N:21]2)[CH:5]=[CH:6][C:7]=1[NH:8][C:9](=[O:15])[C:10]([O-:12])=[O:11].[Li+:43]. (6) Given the reactants Br[C:2]1[CH:3]=[C:4]2[C:8](=[CH:9][CH:10]=1)[C:7](=[O:11])[N:6]([C:12]1[C:20]3[C:15](=[N:16][CH:17]=[C:18]([C:21]4[CH:26]=[CH:25][C:24]([S:27]([CH:30]([CH3:32])[CH3:31])(=[O:29])=[O:28])=[CH:23][CH:22]=4)[N:19]=3)[N:14](C(C3C=CC=CC=3)(C3C=CC=CC=3)C3C=CC=CC=3)[CH:13]=1)[CH2:5]2.[NH:52]1[C:56](B(O)O)=[CH:55][CH:54]=[N:53]1.C([O-])([O-])=O.[Na+].[Na+].[SiH](CC)(CC)CC.C(O)(C(F)(F)F)=O, predict the reaction product. The product is: [CH:30]([S:27]([C:24]1[CH:23]=[CH:22][C:21]([C:18]2[N:19]=[C:20]3[C:12]([N:6]4[CH2:5][C:4]5[C:8](=[CH:9][CH:10]=[C:2]([C:54]6[NH:53][N:52]=[CH:56][CH:55]=6)[CH:3]=5)[C:7]4=[O:11])=[CH:13][NH:14][C:15]3=[N:16][CH:17]=2)=[CH:26][CH:25]=1)(=[O:28])=[O:29])([CH3:31])[CH3:32]. (7) Given the reactants [Br:1][C:2]1[C:11]2[C:10]([CH3:13])([CH3:12])[CH2:9][CH:8]=[C:7]([CH:14]([CH3:16])[CH3:15])[C:6]=2[CH:5]=[C:4]([C:17](=O)[CH3:18])[C:3]=1[O:20][CH:21]([CH3:23])[CH3:22].[CH3:24][CH2:25][O:26][C:27]([CH:29](P(OCC)(OCC)=O)[F:30])=[O:28].C([Li])CCC, predict the reaction product. The product is: [Br:1][C:2]1[C:11]2[C:10]([CH3:13])([CH3:12])[CH2:9][CH:8]=[C:7]([CH:14]([CH3:16])[CH3:15])[C:6]=2[CH:5]=[C:4](/[C:17](/[CH3:18])=[C:29](/[F:30])\[C:27]([O:26][CH2:25][CH3:24])=[O:28])[C:3]=1[O:20][CH:21]([CH3:22])[CH3:23]. (8) Given the reactants [F:1][C:2]1[CH:3]=[C:4]([CH:7]=[CH:8][C:9]=1[OH:10])[C:5]#[N:6].O.C(=O)([O-])[O-].[Cs+].[Cs+].Cl[C:19]([F:24])([F:23])C([O-])=O.[Na+], predict the reaction product. The product is: [F:23][CH:19]([F:24])[O:10][C:9]1[CH:8]=[CH:7][C:4]([C:5]#[N:6])=[CH:3][C:2]=1[F:1].